This data is from Reaction yield outcomes from USPTO patents with 853,638 reactions. The task is: Predict the reaction yield, written as a fraction of the theoretical maximum amount of product (1.0 means a 100% yield; for example, 0.34 means a 34% yield). (1) The reactants are [C:1]1([C:7]2([CH2:12][OH:13])[CH2:11][CH2:10][CH2:9][CH2:8]2)[CH:6]=[CH:5][CH:4]=[CH:3][CH:2]=1.C(N(CC)CC)C.[S:21](Cl)([CH3:24])(=[O:23])=[O:22]. The catalyst is ClCCl. The product is [C:1]1([C:7]2([CH2:12][O:13][S:21]([CH3:24])(=[O:23])=[O:22])[CH2:11][CH2:10][CH2:9][CH2:8]2)[CH:6]=[CH:5][CH:4]=[CH:3][CH:2]=1. The yield is 0.832. (2) The reactants are [F:1][C:2]1[C:7]2[O:8][CH2:9][O:10][C:6]=2[CH:5]=[C:4]([CH:11]=[O:12])[CH:3]=1.[BH4-].[Na+]. The catalyst is CO. The product is [F:1][C:2]1[C:7]2[O:8][CH2:9][O:10][C:6]=2[CH:5]=[C:4]([CH2:11][OH:12])[CH:3]=1. The yield is 0.980. (3) The yield is 0.920. The reactants are [Cl:1][C:2]1[C:7]([I:8])=[CH:6][N:5]=[C:4](N)[CH:3]=1.[C:10](O)(C(F)(F)F)=[O:11].N(OC(C)(C)C)=O. The product is [Cl:1][C:2]1[C:7]([I:8])=[CH:6][N:5]=[C:4]([O:11][CH3:10])[CH:3]=1. The catalyst is CO. (4) The reactants are [NH2:1][C:2]([CH3:6])([CH3:5])[CH2:3][OH:4].C(O)(=O)C.[CH3:11][O:12][C:13]1[CH:20]=[CH:19][C:16]([CH:17]=O)=[CH:15][CH:14]=1.C(O[BH-](OC(=O)C)OC(=O)C)(=O)C.[Na+]. The catalyst is ClCCCl. The product is [CH3:11][O:12][C:13]1[CH:20]=[CH:19][C:16]([CH2:17][NH:1][C:2]([CH3:6])([CH3:5])[CH2:3][OH:4])=[CH:15][CH:14]=1. The yield is 0.610. (5) The reactants are C([O:4][CH2:5][C:6]([CH3:50])([CH3:49])[CH2:7][N:8]1[C:14]2[CH:15]=[CH:16][C:17]([Cl:19])=[CH:18][C:13]=2[C@@H:12]([C:20]2[CH:25]=[CH:24][CH:23]=[C:22]([O:26][CH3:27])[C:21]=2[O:28][CH3:29])[O:11][C@H:10]([CH2:30][C:31]([NH:33][C:34]2[CH:35]=[C:36]3[C:40](=[CH:41][CH:42]=2)[NH:39][C:38]([C:43]([O:45]CC)=[O:44])=[CH:37]3)=[O:32])[C:9]1=[O:48])(=O)C.[OH-].[Na+].Cl. The catalyst is O1CCCC1.C(O)C. The product is [Cl:19][C:17]1[CH:16]=[CH:15][C:14]2[N:8]([CH2:7][C:6]([CH3:50])([CH3:49])[CH2:5][OH:4])[C:9](=[O:48])[C@@H:10]([CH2:30][C:31]([NH:33][C:34]3[CH:35]=[C:36]4[C:40](=[CH:41][CH:42]=3)[NH:39][C:38]([C:43]([OH:45])=[O:44])=[CH:37]4)=[O:32])[O:11][C@H:12]([C:20]3[CH:25]=[CH:24][CH:23]=[C:22]([O:26][CH3:27])[C:21]=3[O:28][CH3:29])[C:13]=2[CH:18]=1. The yield is 0.633. (6) The reactants are [Cl:1][C:2]1[C:7]([C:8]([O:10]CC2C=CC=CC=2)=[O:9])=[C:6]([F:18])[C:5]([N:19](S(CCC)(=O)=O)[S:20]([CH2:23][CH2:24][CH3:25])(=[O:22])=[O:21])=[CH:4][CH:3]=1.Cl. The catalyst is C1COCC1.[OH-].[K+]. The product is [Cl:1][C:2]1[C:7]([C:8]([OH:10])=[O:9])=[C:6]([F:18])[C:5]([NH:19][S:20]([CH2:23][CH2:24][CH3:25])(=[O:21])=[O:22])=[CH:4][CH:3]=1. The yield is 0.680.